The task is: Predict the product of the given reaction.. This data is from Forward reaction prediction with 1.9M reactions from USPTO patents (1976-2016). (1) Given the reactants [CH3:1][CH2:2][CH:3]([C:5]1[C:10]([O:11][C:12]([O:14]C(C)C)=O)=[C:9]([N+:18]([O-:20])=[O:19])[CH:8]=[C:7]([N+:21]([O-:23])=[O:22])[CH:6]=1)[CH3:4].C/C=C/C(O[C:30]1[C:35]([CH2:36]CCCCC(C)C)=[CH:34]C([N+]([O-])=O)=CC=1[N+]([O-])=O)=O.CCCCCCC(C1C=C([N+]([O-])=O)C(OC(/C=C/C)=O)=C([N+]([O-])=O)C=1)C.CC(CCCCCC1C(OC(OC)=O)=C([N+]([O-])=O)C=C([N+]([O-])=O)C=1)C.CCCC(C1C(OC(OC(C)C)=O)=C([N+]([O-])=O)C=C([N+]([O-])=O)C=1)C.CCCCCCC(C1C(OC(SC)=O)=C([N+]([O-])=O)C=C([N+]([O-])=O)C=1)C.CCOC(OC1C(C(C)(C)C)=CC([N+]([O-])=O)=CC=1[N+]([O-])=O)=O.CC1C(O)=C([N+]([O-])=O)C=C([N+]([O-])=O)C=1, predict the reaction product. The product is: [CH3:1][CH2:2][CH:3]([C:5]1[CH:6]=[C:7]([N+:21]([O-:23])=[O:22])[CH:8]=[C:9]([N+:18]([O-:20])=[O:19])[C:10]=1[O:11][C:12]([CH:34]=[C:35]([CH3:36])[CH3:30])=[O:14])[CH3:4]. (2) Given the reactants [CH2:1]([O:3][C:4]1[CH:33]=[C:32]([F:34])[C:7]([CH2:8][N:9]2[C:13]3[CH2:14][CH2:15][CH2:16][C:12]=3[C:11]([C:17]3[N:22]=[C:21]([NH:23][C:24]4[CH:29]=[CH:28][N:27]=[CH:26][CH:25]=4)[C:20]([O:30]C)=[CH:19][N:18]=3)=[N:10]2)=[C:6]([F:35])[CH:5]=1)[CH3:2].C(=O)([O-])[O-].[K+].[K+].C1(S)C=CC=CC=1, predict the reaction product. The product is: [CH2:1]([O:3][C:4]1[CH:5]=[C:6]([F:35])[C:7]([CH2:8][N:9]2[C:13]3[CH2:14][CH2:15][CH2:16][C:12]=3[C:11]([C:17]3[N:22]=[C:21]([NH:23][C:24]4[CH:25]=[CH:26][N:27]=[CH:28][CH:29]=4)[C:20]([OH:30])=[CH:19][N:18]=3)=[N:10]2)=[C:32]([F:34])[CH:33]=1)[CH3:2]. (3) The product is: [CH:34]([O:33][C:29]1[CH:28]=[C:27]([CH:32]=[CH:31][CH:30]=1)[CH2:26][C:15]1[C:16]2[C:21](=[CH:20][C:19]([O:22][CH3:23])=[C:18]([O:24][CH3:25])[CH:17]=2)[C:12]([CH2:10][OH:9])=[CH:13][N:14]=1)([CH2:36][CH3:37])[CH3:35]. Given the reactants [H-].[Al+3].[Li+].[H-].[H-].[H-].C([O:9][C:10]([C:12]1[C:21]2[C:16](=[CH:17][C:18]([O:24][CH3:25])=[C:19]([O:22][CH3:23])[CH:20]=2)[C:15]([CH2:26][C:27]2[CH:32]=[CH:31][CH:30]=[C:29]([O:33][CH:34]([CH2:36][CH3:37])[CH3:35])[CH:28]=2)=[N:14][CH:13]=1)=O)C, predict the reaction product.